From a dataset of Peptide-MHC class II binding affinity with 134,281 pairs from IEDB. Regression. Given a peptide amino acid sequence and an MHC pseudo amino acid sequence, predict their binding affinity value. This is MHC class II binding data. The binding affinity (normalized) is 0.474. The MHC is HLA-DPA10201-DPB10101 with pseudo-sequence HLA-DPA10201-DPB10101. The peptide sequence is AVPLRLLGGLHRMVL.